The task is: Predict the reactants needed to synthesize the given product.. This data is from Full USPTO retrosynthesis dataset with 1.9M reactions from patents (1976-2016). (1) Given the product [Cl:1][C:2]1[CH:3]=[C:4]([CH:7]=[CH:8][C:9]=1[Cl:10])[CH:5]=[N:11][OH:12], predict the reactants needed to synthesize it. The reactants are: [Cl:1][C:2]1[CH:3]=[C:4]([CH:7]=[CH:8][C:9]=1[Cl:10])[CH:5]=O.[NH2:11][OH:12].Cl. (2) Given the product [Br:10][C:11]1[CH:16]=[C:15]([CH3:17])[C:14]([S:18]([N:21]2[CH2:26][CH2:25][CH2:24][CH2:23][CH:22]2[CH2:27][O:28][CH2:2][C:3]([O:5][C:6]([CH3:9])([CH3:8])[CH3:7])=[O:4])(=[O:19])=[O:20])=[C:13]([CH3:29])[CH:12]=1, predict the reactants needed to synthesize it. The reactants are: Br[CH2:2][C:3]([O:5][C:6]([CH3:9])([CH3:8])[CH3:7])=[O:4].[Br:10][C:11]1[CH:16]=[C:15]([CH3:17])[C:14]([S:18]([N:21]2[CH2:26][CH2:25][CH2:24][CH2:23][CH:22]2[CH2:27][OH:28])(=[O:20])=[O:19])=[C:13]([CH3:29])[CH:12]=1.CCOC(C)=O.CCCCCC. (3) Given the product [ClH:1].[NH2:2][C@H:3]1[CH2:15][C:14]2[C:13]3[C:8](=[CH:9][CH:10]=[C:11]([F:16])[CH:12]=3)[N:7]([CH2:17][C:18]([O:20][CH2:21][CH3:22])=[O:19])[C:6]=2[CH2:5][CH2:4]1, predict the reactants needed to synthesize it. The reactants are: [ClH:1].[NH2:2][C@@H:3]1[CH2:15][C:14]2[C:13]3[C:8](=[CH:9][CH:10]=[C:11]([F:16])[CH:12]=3)[N:7]([CH2:17][C:18]([O:20][CH2:21][CH3:22])=[O:19])[C:6]=2[CH2:5][CH2:4]1.C(OC(N[C@H]1CC2C3C(=CC=C(F)C=3)N(CC(OCC)=O)C=2CC1)=O)C1C=CC=CC=1. (4) Given the product [C:20]([C:24]1[CH:25]=[C:26]([NH:37][C:38]([NH:40][C:41]2[C:50]3[C:45](=[CH:46][CH:47]=[CH:48][CH:49]=3)[C:44]([O:51][C:52]3[CH:57]=[CH:56][N:55]=[C:54]([NH:1][C:2]4[CH:3]=[CH:4][C:5]([O:10][CH2:11][CH2:12][CH2:13][N:14]5[CH2:15][CH2:16][O:17][CH2:18][CH2:19]5)=[C:6]([C:7]#[N:8])[CH:9]=4)[CH:53]=3)=[CH:43][CH:42]=2)=[O:39])[C:27]([O:35][CH3:36])=[C:28]([NH:30][S:31]([CH3:34])(=[O:32])=[O:33])[CH:29]=1)([CH3:23])([CH3:21])[CH3:22], predict the reactants needed to synthesize it. The reactants are: [NH2:1][C:2]1[CH:3]=[CH:4][C:5]([O:10][CH2:11][CH2:12][CH2:13][N:14]2[CH2:19][CH2:18][O:17][CH2:16][CH2:15]2)=[C:6]([CH:9]=1)[C:7]#[N:8].[C:20]([C:24]1[CH:25]=[C:26]([NH:37][C:38]([NH:40][C:41]2[C:50]3[C:45](=[CH:46][CH:47]=[CH:48][CH:49]=3)[C:44]([O:51][C:52]3[CH:57]=[CH:56][N:55]=[C:54](Cl)[CH:53]=3)=[CH:43][CH:42]=2)=[O:39])[C:27]([O:35][CH3:36])=[C:28]([NH:30][S:31]([CH3:34])(=[O:33])=[O:32])[CH:29]=1)([CH3:23])([CH3:22])[CH3:21].C([O-])([O-])=O.[K+].[K+].CC(C1C=C(C(C)C)C(C2C(P(C3CCCCC3)C3CCCCC3)=C(OC)C=CC=2OC)=C(C(C)C)C=1)C. (5) Given the product [NH2:1][C:2]1[C:3]2[C:10]([C:11]([C:13]3[CH:18]=[CH:17][CH:16]=[C:15]([NH2:19])[CH:14]=3)=[O:12])=[CH:9][N:8]([CH:22]3[CH2:23][CH2:24][CH2:25][CH2:26]3)[C:4]=2[N:5]=[CH:6][N:7]=1, predict the reactants needed to synthesize it. The reactants are: [NH2:1][C:2]1[C:3]2[C:10]([C:11]([C:13]3[CH:18]=[CH:17][CH:16]=[C:15]([N+:19]([O-])=O)[CH:14]=3)=[O:12])=[CH:9][N:8]([CH:22]3[CH2:26][CH2:25][CH2:24][CH2:23]3)[C:4]=2[N:5]=[CH:6][N:7]=1.[NH4+].[Cl-].O. (6) Given the product [Br:16][C:17]1[CH:18]=[C:19]2[C:23](=[CH:24][CH:25]=1)[CH2:22][C@H:21]([NH:26][C:34](=[O:35])[O:36][CH2:37][C:38]1[CH:43]=[CH:42][CH:41]=[CH:40][CH:39]=1)[CH2:20]2, predict the reactants needed to synthesize it. The reactants are: CC1(C)[C@H]2CC[C@]1(CS(O)(=O)=O)C(=O)C2.[Br:16][C:17]1[CH:18]=[C:19]2[C:23](=[CH:24][CH:25]=1)[CH2:22][C@H:21]([NH2:26])[CH2:20]2.C(=O)([O-])[O-].[K+].[K+].Cl[C:34]([O:36][CH2:37][C:38]1[CH:43]=[CH:42][CH:41]=[CH:40][CH:39]=1)=[O:35]. (7) Given the product [NH2:9][CH2:10][C:11]([NH:13][CH:14]([C:21]1[CH:22]=[CH:23][CH:24]=[CH:25][CH:26]=1)[CH2:15][C:16]([O:18][CH2:19][CH3:20])=[O:17])=[O:12], predict the reactants needed to synthesize it. The reactants are: Cl.C([NH:9][CH2:10][C:11]([NH:13][CH:14]([C:21]1[CH:26]=[CH:25][CH:24]=[CH:23][CH:22]=1)[CH2:15][C:16]([O:18][CH2:19][CH3:20])=[O:17])=[O:12])(OC(C)(C)C)=O. (8) Given the product [Br:21][C:22]1[CH:27]=[CH:26][C:25]([NH:28][C:2]2[C:11]3[C:6](=[CH:7][C:8]([O:12][CH3:13])=[CH:9][CH:10]=3)[CH:5]=[C:4]([NH:14][C:15]3[CH:19]=[C:18]([CH3:20])[NH:17][N:16]=3)[N:3]=2)=[CH:24][CH:23]=1, predict the reactants needed to synthesize it. The reactants are: Cl[C:2]1[C:11]2[C:6](=[CH:7][C:8]([O:12][CH3:13])=[CH:9][CH:10]=2)[CH:5]=[C:4]([NH:14][C:15]2[CH:19]=[C:18]([CH3:20])[NH:17][N:16]=2)[N:3]=1.[Br:21][C:22]1[CH:27]=[CH:26][C:25]([NH2:28])=[CH:24][CH:23]=1.